Task: Predict the product of the given reaction.. Dataset: Forward reaction prediction with 1.9M reactions from USPTO patents (1976-2016) The product is: [CH3:35][CH:34]([CH2:33][CH2:32][CH2:31][C@H:30]([C@@H:29]1[C@:38]2([CH3:46])[C@H:26]([C@H:25]3[C@H:41]([CH2:40][CH2:39]2)[C@:42]2([CH3:45])[C:22]([CH2:21][C@@H:20]([N:10]([CH2:11][CH2:12][CH2:13][CH2:14][C:97](=[O:121])[NH:96][CH2:95][CH2:94][C:93](=[O:122])[NH:92][CH2:91][CH2:90][C:89]([O:124][CH2:57][CH3:58])=[O:2])[C:8](=[O:9])[O:7][C:3]([CH3:6])([CH3:5])[CH3:4])[CH2:44][CH2:43]2)=[CH:23][CH2:24]3)[CH2:27][CH2:28]1)[CH3:37])[CH3:36]. Given the reactants [Li+].[OH-:2].[C:3]([O:7][C:8]([N:10]([C@H:20]1[CH2:44][CH2:43][C@@:42]2([CH3:45])[C:22](=[CH:23][CH2:24][C@@H:25]3[C@@H:41]2[CH2:40][CH2:39][C@@:38]2([CH3:46])[C@H:26]3[CH2:27][CH2:28][C@@H:29]2[C@H:30]([CH3:37])[CH2:31][CH2:32][CH2:33][CH:34]([CH3:36])[CH3:35])[CH2:21]1)[CH2:11][CH2:12][CH2:13][CH2:14]C(OCC)=O)=[O:9])([CH3:6])([CH3:5])[CH3:4].C1C=CC2N(O)N=NC=2C=1.[CH2:57](Cl)[CH2:58]Cl.CC(CCC[C@H]([C@@H]1[C@]2(C)[C@H]([C@H]3[C@H](CC2)[C@]2(C)C(C[C@@H](N[CH2:89][CH2:90][CH2:91][NH:92][C:93](=[O:122])[CH2:94][CH2:95][NH:96][C:97](=[O:121])CCNC(=O)CCCCCNC4C5=NON=C5C([N+]([O-])=O)=CC=4)CC2)=CC3)CC1)C)C.C[OH:124], predict the reaction product.